Dataset: Forward reaction prediction with 1.9M reactions from USPTO patents (1976-2016). Task: Predict the product of the given reaction. Given the reactants [CH3:1][O:2][C:3](=[O:34])[CH2:4][C:5]1[CH:6]=[C:7]([C:13]2[CH:18]=[CH:17][C:16]([C:19]([F:22])([F:21])[F:20])=[CH:15][C:14]=2[CH2:23][NH:24][C@@H:25]2[C:33]3[C:28](=[CH:29][CH:30]=[CH:31][CH:32]=3)[CH2:27][CH2:26]2)[C:8]([O:11][CH3:12])=[CH:9][CH:10]=1.[C:35](Cl)(=[O:37])[CH3:36], predict the reaction product. The product is: [CH3:1][O:2][C:3](=[O:34])[CH2:4][C:5]1[CH:6]=[C:7]([C:13]2[CH:18]=[CH:17][C:16]([C:19]([F:22])([F:20])[F:21])=[CH:15][C:14]=2[CH2:23][N:24]([C:35](=[O:37])[CH3:36])[C@@H:25]2[C:33]3[C:28](=[CH:29][CH:30]=[CH:31][CH:32]=3)[CH2:27][CH2:26]2)[C:8]([O:11][CH3:12])=[CH:9][CH:10]=1.